This data is from Full USPTO retrosynthesis dataset with 1.9M reactions from patents (1976-2016). The task is: Predict the reactants needed to synthesize the given product. (1) Given the product [Br:1][C:2]1[C:3](=[O:48])[N:4]([CH2:39][C:40]2[CH:41]=[CH:42][C:43]([OH:46])=[CH:44][CH:45]=2)[C:5]([CH3:38])=[CH:6][C:7]=1[O:8][CH2:9][C:10]1[CH:37]=[CH:36][CH:35]=[CH:34][C:11]=1[CH2:12][NH:13][C:14]([NH:16][C:17]1[N:21]([C:22]2[CH:23]=[CH:24][C:25]([CH3:53])=[CH:26][CH:27]=2)[N:20]=[C:19]([C:30]([CH3:32])([CH3:33])[CH3:31])[CH:18]=1)=[O:15], predict the reactants needed to synthesize it. The reactants are: [Br:1][C:2]1[C:3](=[O:48])[N:4]([CH2:39][C:40]2[CH:45]=[CH:44][C:43]([O:46]C)=[CH:42][CH:41]=2)[C:5]([CH3:38])=[CH:6][C:7]=1[O:8][CH2:9][C:10]1[CH:37]=[CH:36][CH:35]=[CH:34][C:11]=1[CH2:12][NH:13][C:14]([NH:16][C:17]1[N:21]([C:22]2[CH:27]=[CH:26][CH:25]=[C:24](OC)[CH:23]=2)[N:20]=[C:19]([C:30]([CH3:33])([CH3:32])[CH3:31])[CH:18]=1)=[O:15].B(Br)(Br)Br.[CH2:53](Cl)Cl. (2) The reactants are: [Br:1][C:2]1[CH:7]=[CH:6][C:5]([CH:8](O)[C:9]2[CH:14]=[CH:13][CH:12]=[C:11]([O:15][Si:16]([C:19]([CH3:22])([CH3:21])[CH3:20])([CH3:18])[CH3:17])[CH:10]=2)=[CH:4][CH:3]=1.S(Cl)([Cl:26])=O. Given the product [Br:1][C:2]1[CH:7]=[CH:6][C:5]([CH:8]([Cl:26])[C:9]2[CH:14]=[CH:13][CH:12]=[C:11]([O:15][Si:16]([C:19]([CH3:22])([CH3:21])[CH3:20])([CH3:18])[CH3:17])[CH:10]=2)=[CH:4][CH:3]=1, predict the reactants needed to synthesize it. (3) Given the product [CH3:28][O:29][C:30]1[N:35]=[C:34]([O:36][CH3:37])[C:33]([C:2]2[N:3]=[C:4]([N:22]3[CH2:27][CH2:26][O:25][CH2:24][CH2:23]3)[C:5]3[S:10][C:9]([CH2:11][N:12]4[CH2:17][CH2:16][N:15]([S:18]([CH3:21])(=[O:20])=[O:19])[CH2:14][CH2:13]4)=[CH:8][C:6]=3[N:7]=2)=[CH:32][N:31]=1, predict the reactants needed to synthesize it. The reactants are: Cl[C:2]1[N:3]=[C:4]([N:22]2[CH2:27][CH2:26][O:25][CH2:24][CH2:23]2)[C:5]2[S:10][C:9]([CH2:11][N:12]3[CH2:17][CH2:16][N:15]([S:18]([CH3:21])(=[O:20])=[O:19])[CH2:14][CH2:13]3)=[CH:8][C:6]=2[N:7]=1.[CH3:28][O:29][C:30]1[N:35]=[C:34]([O:36][CH3:37])[C:33](B2OC(C)(C)C(C)(C)O2)=[CH:32][N:31]=1. (4) Given the product [CH2:2]([N:9]1[CH2:10][CH:11]=[C:12]([C:15]2[C:24]3[C:19](=[CH:20][CH:21]=[CH:22][CH:23]=3)[C:18](=[O:25])[NH:17][CH:16]=2)[CH2:13][CH2:14]1)[C:3]1[CH:8]=[CH:7][CH:6]=[CH:5][CH:4]=1, predict the reactants needed to synthesize it. The reactants are: [Br-].[CH2:2]([N+:9]1[CH:14]=[CH:13][C:12]([C:15]2[C:24]3[C:19](=[CH:20][CH:21]=[CH:22][CH:23]=3)[C:18](=[O:25])[NH:17][CH:16]=2)=[CH:11][CH:10]=1)[C:3]1[CH:8]=[CH:7][CH:6]=[CH:5][CH:4]=1.[BH4-].[Na+]. (5) Given the product [O:47]1[CH2:52][CH2:51][CH:50]([CH2:53][NH:54][C:12]([C:9]2[CH:8]=[C:7]([CH2:6][O:5][C:4]3[CH:15]=[CH:16][CH:17]=[C:2]([F:1])[CH:3]=3)[O:11][N:10]=2)=[O:14])[CH2:49][CH2:48]1, predict the reactants needed to synthesize it. The reactants are: [F:1][C:2]1[CH:3]=[C:4]([CH:15]=[CH:16][CH:17]=1)[O:5][CH2:6][C:7]1[O:11][N:10]=[C:9]([C:12]([OH:14])=O)[CH:8]=1.C(N(CC)CC)C.Cl.C(N=C=NCCCN(C)C)C.ON1C2C=CC=CC=2N=N1.[O:47]1[CH2:52][CH2:51][CH:50]([CH2:53][NH2:54])[CH2:49][CH2:48]1. (6) Given the product [Cl:1][C:2]1[CH:8]=[CH:7][C:5]([NH:6][CH:12]2[CH2:13][CH2:14][S:10](=[O:16])(=[O:15])[CH2:11]2)=[C:4]([F:9])[CH:3]=1, predict the reactants needed to synthesize it. The reactants are: [Cl:1][C:2]1[CH:8]=[CH:7][C:5]([NH2:6])=[C:4]([F:9])[CH:3]=1.[S:10]1(=[O:16])(=[O:15])[CH2:14][CH:13]=[CH:12][CH2:11]1.C(=O)([O-])[O-].[Cs+].[Cs+].O.